From a dataset of Full USPTO retrosynthesis dataset with 1.9M reactions from patents (1976-2016). Predict the reactants needed to synthesize the given product. (1) Given the product [CH3:12][O:16][N:17]([CH3:18])[C:6]([C:5]1[S:1][CH:2]=[N:3][CH:4]=1)=[O:8], predict the reactants needed to synthesize it. The reactants are: [S:1]1[C:5]([C:6]([OH:8])=O)=[CH:4][N:3]=[CH:2]1.CN([C:12]([O:16][N:17]1N=NC2C=CC=C[C:18]1=2)=[N+](C)C)C.F[P-](F)(F)(F)(F)F.CCN(C(C)C)C(C)C.CONC. (2) Given the product [CH3:3][N:4]1[C@@H:13]2[CH2:14][C:15]3[CH:20]=[CH:19][C:18]([OH:21])=[CH:17][C:16]=3[C@@:7]3([C@H:12]2[CH2:11][CH2:10][CH2:9][CH2:8]3)[CH2:6][CH2:5]1.[C@H:35]([OH:21])([C:43]([OH:45])=[O:44])[C@@H:34]([OH:46])[C:33]([OH:52])=[O:1].[OH2:21].[OH2:21], predict the reactants needed to synthesize it. The reactants are: [OH-:1].[Na+].[CH3:3][N:4]1[C@@H:13]2[CH2:14][C:15]3[CH:20]=[CH:19][C:18]([OH:21])=[CH:17][C:16]=3[C@@:7]3([C@H:12]2[CH2:11][CH2:10][CH2:9][CH2:8]3)[CH2:6][CH2:5]1.C1C=C2C=[C:35]([C:43]([OH:45])=[O:44])[C:34]([OH:46])=[C:33](C[C:33]3C4C(=CC=CC=4)C=[C:35]([C:43]([OH:45])=[O:44])[C:34]=3[OH:46])C2=CC=1.[Na+].[OH2:52]. (3) Given the product [ClH:43].[NH2:27][C@@H:23]1[CH2:24][CH2:25][CH2:26][N:21]([C:3]2[C:2]([Br:1])=[CH:7][N:6]=[C:5]3[NH:8][CH:9]=[C:10]([NH:11][C:12]([C:14]4[CH:19]=[N:18][C:17]([CH3:20])=[CH:16][N:15]=4)=[O:13])[C:4]=23)[CH2:22]1, predict the reactants needed to synthesize it. The reactants are: [Br:1][C:2]1[C:3]([N:21]2[CH2:26][CH2:25][CH2:24][C@@H:23]([NH:27]C(=O)OC(C)(C)C)[CH2:22]2)=[C:4]2[C:10]([NH:11][C:12]([C:14]3[CH:19]=[N:18][C:17]([CH3:20])=[CH:16][N:15]=3)=[O:13])=[CH:9][NH:8][C:5]2=[N:6][CH:7]=1.C(O)(C(F)(F)F)=O.C(Cl)[Cl:43]. (4) Given the product [CH:27]1([N:24]2[CH2:25][CH2:26][CH:21]([C:18]3[CH:19]=[CH:20][C:15]([NH:14][C:7]4[N:6]=[C:5]([NH:4][CH:1]5[CH2:3][CH2:2]5)[C:10]([C:11]([NH2:13])=[O:12])=[CH:9][N:8]=4)=[CH:16][CH:17]=3)[CH2:22][CH2:23]2)[CH2:29][CH2:35][CH2:30][CH2:31][CH2:28]1, predict the reactants needed to synthesize it. The reactants are: [CH:1]1([NH:4][C:5]2[C:10]([C:11]([NH2:13])=[O:12])=[CH:9][N:8]=[C:7]([NH:14][C:15]3[CH:20]=[CH:19][C:18]([CH:21]4[CH2:26][CH2:25][N:24]([CH:27]([CH3:29])[CH3:28])[CH2:23][CH2:22]4)=[CH:17][CH:16]=3)[N:6]=2)[CH2:3][CH2:2]1.[C:30]1(=O)[CH2:35]CCC[CH2:31]1. (5) Given the product [CH2:1]([O:8][C:9]1[C:17]([Br:18])=[CH:16][C:12]([C:13]([Cl:23])=[O:14])=[C:11]([CH3:19])[CH:10]=1)[C:2]1[CH:7]=[CH:6][CH:5]=[CH:4][CH:3]=1, predict the reactants needed to synthesize it. The reactants are: [CH2:1]([O:8][C:9]1[C:17]([Br:18])=[CH:16][C:12]([C:13](O)=[O:14])=[C:11]([CH3:19])[CH:10]=1)[C:2]1[CH:7]=[CH:6][CH:5]=[CH:4][CH:3]=1.C(Cl)(=O)C([Cl:23])=O. (6) Given the product [CH3:14][C:15]1[O:9][C:8]([C:7]2[CH:12]=[CH:13][C:4]([N+:1]([O-:3])=[O:2])=[CH:5][CH:6]=2)=[N:10][N:11]=1, predict the reactants needed to synthesize it. The reactants are: [N+:1]([C:4]1[CH:13]=[CH:12][C:7]([C:8]([NH:10][NH2:11])=[O:9])=[CH:6][CH:5]=1)([O-:3])=[O:2].[CH2:14](OC(OCC)(OCC)C)[CH3:15].